This data is from Full USPTO retrosynthesis dataset with 1.9M reactions from patents (1976-2016). The task is: Predict the reactants needed to synthesize the given product. (1) The reactants are: OC(C(O)=O)(CC(O)=O)CC(O)=O.[CH3:14][C@@H:15]1[CH2:20][CH2:19][N:18]([C:21](=[O:25])[CH2:22][C:23]#[N:24])[CH2:17][C@@H:16]1[N:26]([CH3:36])[C:27]1[C:28]2[CH:35]=[CH:34][NH:33][C:29]=2[N:30]=[CH:31][N:32]=1.ClCCl.C(=O)([O-])[O-].[Na+].[Na+]. Given the product [CH3:14][C@@H:15]1[CH2:20][CH2:19][N:18]([C:21](=[O:25])[CH2:22][C:23]#[N:24])[CH2:17][C@@H:16]1[N:26]([CH3:36])[C:27]1[C:28]2[CH:35]=[CH:34][NH:33][C:29]=2[N:30]=[CH:31][N:32]=1, predict the reactants needed to synthesize it. (2) The reactants are: [C:1]([O:5][C:6]([C:8]1[CH:13]=[CH:12][C:11](B(O)O)=[CH:10][CH:9]=1)=[O:7])([CH3:4])([CH3:3])[CH3:2].Br[C:18]1[S:19][C:20]([CH3:32])=[C:21]([CH2:23][O:24][Si:25]([C:28]([CH3:31])([CH3:30])[CH3:29])([CH3:27])[CH3:26])[N:22]=1.C(=O)([O-])[O-].[Na+].[Na+].C(Cl)Cl. Given the product [Si:25]([O:24][CH2:23][C:21]1[N:22]=[C:18]([C:11]2[CH:12]=[CH:13][C:8]([C:6]([O:5][C:1]([CH3:4])([CH3:3])[CH3:2])=[O:7])=[CH:9][CH:10]=2)[S:19][C:20]=1[CH3:32])([C:28]([CH3:31])([CH3:30])[CH3:29])([CH3:26])[CH3:27], predict the reactants needed to synthesize it. (3) Given the product [NH2:8][C:4]1[N:5]=[CH:6][N:7]=[C:2]([NH:15][C@H:16]([C:19]2[N:28]([C:29]3[CH:34]=[CH:33][CH:32]=[CH:31][C:30]=3[F:35])[C:27](=[O:36])[C:26]3[C:21](=[CH:22][CH:23]=[CH:24][CH:25]=3)[N:20]=2)[CH2:17][CH3:18])[C:3]=1[C:9]1[O:13][N:12]=[C:11]([CH3:14])[N:10]=1, predict the reactants needed to synthesize it. The reactants are: Cl[C:2]1[N:7]=[CH:6][N:5]=[C:4]([NH2:8])[C:3]=1[C:9]1[O:13][N:12]=[C:11]([CH3:14])[N:10]=1.[NH2:15][C@H:16]([C:19]1[N:28]([C:29]2[CH:34]=[CH:33][CH:32]=[CH:31][C:30]=2[F:35])[C:27](=[O:36])[C:26]2[C:21](=[CH:22][CH:23]=[CH:24][CH:25]=2)[N:20]=1)[CH2:17][CH3:18].CCN(C(C)C)C(C)C.CCOC(C)=O. (4) Given the product [CH3:29][O:26][C:3]1[C:4]2[C:5](=[N:6][CH:7]=[CH:8][CH:9]=2)[N:1]([CH3:2])[C:16]=1[C:15]1[CH:18]=[CH:19][C:12]([O:11][CH3:10])=[C:13]([O:20][CH2:21][C:22]([F:25])([F:24])[F:23])[CH:14]=1, predict the reactants needed to synthesize it. The reactants are: [NH:1]1[C:5]2=[N:6][CH:7]=[CH:8][CH:9]=[C:4]2[CH:3]=[CH:2]1.[CH3:10][O:11][C:12]1[CH:19]=[CH:18][C:15]([CH:16]=O)=[CH:14][C:13]=1[O:20][CH2:21][C:22]([F:25])([F:24])[F:23].[OH-:26].[K+].O.[CH3:29]O. (5) The reactants are: [CH3:1][C:2]1[C:3]([CH2:8][N:9]([CH2:15][C:16]2[C:21]([CH3:22])=[CH:20][CH:19]=[CH:18][N:17]=2)[CH2:10][CH2:11][CH2:12][CH2:13][NH2:14])=[N:4][CH:5]=[CH:6][CH:7]=1.CC([O-])=O.[Na+].[N:28]#[C:29]Br.O. Given the product [CH3:1][C:2]1[C:3]([CH2:8][N:9]([CH2:15][C:16]2[C:21]([CH3:22])=[CH:20][CH:19]=[CH:18][N:17]=2)[CH2:10][CH2:11][CH2:12][CH2:13][NH:14][C:29]#[N:28])=[N:4][CH:5]=[CH:6][CH:7]=1, predict the reactants needed to synthesize it. (6) Given the product [CH3:14][C:12]1[N:13]=[C:9]([NH:8][C:16]2[C:25]3[C:20](=[CH:21][CH:22]=[C:23]([S:1][C:2]4[N:6]([CH3:7])[CH:5]=[N:4][N:3]=4)[CH:24]=3)[N:19]=[CH:18][N:17]=2)[S:10][CH:11]=1, predict the reactants needed to synthesize it. The reactants are: [SH:1][C:2]1[N:6]([CH3:7])[CH:5]=[N:4][N:3]=1.[NH2:8][C:9]1[S:10][CH:11]=[C:12]([CH3:14])[N:13]=1.Cl[C:16]1[C:25]2[C:20](=[CH:21][CH:22]=[C:23](I)[CH:24]=2)[N:19]=[CH:18][N:17]=1. (7) Given the product [CH3:29][O:30][C:31]([C:33]1[N:34]([CH3:39])[N:35]=[C:36]([NH:38][C:8](=[O:9])[CH:7]([N:11]2[C:16](=[O:17])[CH:15]=[C:14]([O:18][C:19]3[CH:24]=[CH:23][CH:22]=[CH:21][C:20]=3[C:25]([F:26])([F:27])[F:28])[CH:13]=[N:12]2)[CH2:6][CH:1]2[CH2:5][CH2:4][CH2:3][CH2:2]2)[CH:37]=1)=[O:32], predict the reactants needed to synthesize it. The reactants are: [CH:1]1([CH2:6][CH:7]([N:11]2[C:16](=[O:17])[CH:15]=[C:14]([O:18][C:19]3[CH:24]=[CH:23][CH:22]=[CH:21][C:20]=3[C:25]([F:28])([F:27])[F:26])[CH:13]=[N:12]2)[C:8](O)=[O:9])[CH2:5][CH2:4][CH2:3][CH2:2]1.[CH3:29][O:30][C:31]([C:33]1[N:34]([CH3:39])[N:35]=[C:36]([NH2:38])[CH:37]=1)=[O:32]. (8) The reactants are: [C:1]([O:5][C:6]([N:8]1[CH2:13][CH2:12][C:11]([C:17]2[CH:22]=[CH:21][C:20]([I:23])=[CH:19][CH:18]=2)([CH2:14][NH:15][CH3:16])[CH2:10][CH2:9]1)=[O:7])([CH3:4])([CH3:3])[CH3:2].[Cl:24][C:25]1[CH:26]=[C:27]([N:32]=[C:33]=[O:34])[CH:28]=[C:29]([Cl:31])[CH:30]=1. Given the product [C:1]([O:5][C:6]([N:8]1[CH2:9][CH2:10][C:11]([CH2:14][N:15]([CH3:16])[C:33]([NH:32][C:27]2[CH:26]=[C:25]([Cl:24])[CH:30]=[C:29]([Cl:31])[CH:28]=2)=[O:34])([C:17]2[CH:22]=[CH:21][C:20]([I:23])=[CH:19][CH:18]=2)[CH2:12][CH2:13]1)=[O:7])([CH3:4])([CH3:3])[CH3:2], predict the reactants needed to synthesize it. (9) Given the product [Cl:1][C:2]1[CH:3]=[CH:4][C:5]2[C:11]3[N:27]=[C:26]([N:25]([CH3:29])[CH3:24])[N:28]=[CH:13][C:10]=3[CH2:9][C:8](=[O:17])[NH:7][C:6]=2[CH:18]=1, predict the reactants needed to synthesize it. The reactants are: [Cl:1][C:2]1[CH:3]=[CH:4][C:5]2[C:11](=O)[C:10](=[CH:13]N(C)C)[CH2:9][C:8](=[O:17])[NH:7][C:6]=2[CH:18]=1.S(O)(O)(=O)=O.[CH3:24][N:25]([CH3:29])[C:26]([NH2:28])=[NH:27]. (10) Given the product [Cl:11][C:12]1[C:13]([O:30][Si:32]([CH3:34])([CH3:33])[CH3:31])=[C:14]([C:27]([O:29][Si:4]([CH3:5])([CH3:6])[CH3:7])=[CH2:28])[CH:15]=[CH:16][C:17]=1[O:18][CH2:19][C:20]1[CH:25]=[CH:24][C:23]([I:26])=[CH:22][CH:21]=1, predict the reactants needed to synthesize it. The reactants are: [CH3:5][Si:4]([CH3:7])([CH3:6])[N-][Si:4]([CH3:7])([CH3:6])[CH3:5].[Na+].[Cl:11][C:12]1[C:13]([OH:30])=[C:14]([C:27](=[O:29])[CH3:28])[CH:15]=[CH:16][C:17]=1[O:18][CH2:19][C:20]1[CH:25]=[CH:24][C:23]([I:26])=[CH:22][CH:21]=1.[CH3:31][Si:32](Cl)([CH3:34])[CH3:33].C(=O)(O)[O-].[Na+].